From a dataset of Full USPTO retrosynthesis dataset with 1.9M reactions from patents (1976-2016). Predict the reactants needed to synthesize the given product. Given the product [CH3:1][C:2]1[CH:10]=[C:9]([C:51]([NH2:49])=[O:52])[C:8]([CH3:14])=[CH:7][C:3]=1[C:4]([NH2:16])=[O:5], predict the reactants needed to synthesize it. The reactants are: [CH3:1][C:2]1[CH:10]=[C:9](C(O)=O)[C:8]([CH3:14])=[CH:7][C:3]=1[C:4](O)=[O:5].C[N:16](C(ON1N=NC2C=CC=NC1=2)=[N+](C)C)C.F[P-](F)(F)(F)(F)F.C(N(CC)C(C)C)(C)C.C[N:49]([CH:51]=[O:52])C.